Dataset: Forward reaction prediction with 1.9M reactions from USPTO patents (1976-2016). Task: Predict the product of the given reaction. (1) Given the reactants Br[CH2:2][C:3](=O)[CH2:4][C@@H:5]1[CH2:10][CH2:9][CH2:8][CH2:7][N:6]1C(OC(C)(C)C)=O.[Cl:19][C:20]1[C:21]([NH2:26])=[N:22][CH:23]=[CH:24][CH:25]=1, predict the reaction product. The product is: [Cl:19][C:20]1[C:21]2[N:22]([CH:2]=[C:3]([CH2:4][C@@H:5]3[CH2:10][CH2:9][CH2:8][CH2:7][NH:6]3)[N:26]=2)[CH:23]=[CH:24][CH:25]=1. (2) Given the reactants [F:1][C:2]1[CH:3]=[C:4]([C:8]#[C:9][CH2:10][OH:11])[CH:5]=[CH:6][CH:7]=1, predict the reaction product. The product is: [F:1][C:2]1[CH:3]=[C:4]([C:8]#[C:9][CH:10]=[O:11])[CH:5]=[CH:6][CH:7]=1. (3) Given the reactants C[Si](C)(C)[N-][Si](C)(C)C.[Li+].[Cl-].[Ce+3].[Cl-].[Cl-].[Cl:15][C:16]1[CH:17]=[CH:18][C:19]2[N:25]3[CH:26]=[CH:27][CH:28]=[C:24]3[C:23](=[O:29])[CH2:22][CH:21]([C:30]3[CH:35]=[CH:34][CH:33]=[C:32]([O:36][CH3:37])[C:31]=3[O:38][CH3:39])[C:20]=2[CH:40]=1.[Cl-].[NH4+].[C:43]([O:46][CH2:47][CH3:48])(=[O:45])[CH3:44], predict the reaction product. The product is: [Cl:15][C:16]1[CH:17]=[CH:18][C:19]2[N:25]3[CH:26]=[CH:27][CH:28]=[C:24]3[C:23]([CH2:44][C:43]([O:46][CH2:47][CH3:48])=[O:45])([OH:29])[CH2:22][CH:21]([C:30]3[CH:35]=[CH:34][CH:33]=[C:32]([O:36][CH3:37])[C:31]=3[O:38][CH3:39])[C:20]=2[CH:40]=1. (4) Given the reactants [Cl:1][C:2]1[CH:10]=[CH:9][CH:8]=[C:7]2[C:3]=1[CH:4]=[CH:5][N:6]2[CH2:11][CH2:12][O:13][CH3:14].[F:15][C:16]([F:27])([F:26])[C:17](O[C:17](=[O:18])[C:16]([F:27])([F:26])[F:15])=[O:18], predict the reaction product. The product is: [Cl:1][C:2]1[CH:10]=[CH:9][CH:8]=[C:7]2[C:3]=1[C:4]([C:17](=[O:18])[C:16]([F:27])([F:26])[F:15])=[CH:5][N:6]2[CH2:11][CH2:12][O:13][CH3:14]. (5) Given the reactants [Br:1][C:2]1[CH:8]=[CH:7][CH:6]=[C:5]([Br:9])[C:3]=1[NH2:4].[OH:10]O, predict the reaction product. The product is: [Br:1][C:2]1[CH:8]=[CH:7][CH:6]=[C:5]([Br:9])[C:3]=1[N:4]=[O:10]. (6) Given the reactants [CH2:1]([O:4][C:5](=[O:9])[CH2:6][C:7]#[N:8])[CH2:2]C.[CH3:10][N:11]=[C:12]=[S:13], predict the reaction product. The product is: [CH2:1]([O:4][C:5](=[O:9])[CH:6]([C:7]#[N:8])[C:12](=[S:13])[NH:11][CH3:10])[CH3:2].